Dataset: Reaction yield outcomes from USPTO patents with 853,638 reactions. Task: Predict the reaction yield, written as a fraction of the theoretical maximum amount of product (1.0 means a 100% yield; for example, 0.34 means a 34% yield). The reactants are [OH-].[Li+].[C:3]([C:5]1([C:18]([O:20]CC)=[O:19])[CH2:10][CH2:9][N:8]([C:11]([O:13][C:14]([CH3:17])([CH3:16])[CH3:15])=[O:12])[CH2:7][CH2:6]1)#[N:4]. The catalyst is C1COCC1.C(OCC)C. The product is [C:14]([O:13][C:11]([N:8]1[CH2:9][CH2:10][C:5]([C:3]#[N:4])([C:18]([OH:20])=[O:19])[CH2:6][CH2:7]1)=[O:12])([CH3:17])([CH3:15])[CH3:16]. The yield is 0.910.